This data is from Forward reaction prediction with 1.9M reactions from USPTO patents (1976-2016). The task is: Predict the product of the given reaction. (1) Given the reactants Cl[C:2]1[C:7]([NH2:8])=[C:6]([Cl:9])[N:5]=[C:4]([NH2:10])[N:3]=1.Cl.[N+:12]([C:15]1[CH:16]=[C:17]([CH:20]=[CH:21][CH:22]=1)[CH2:18][NH2:19])([O-:14])=[O:13].C(N(CC)CC)C, predict the reaction product. The product is: [Cl:9][C:6]1[N:5]=[C:4]([NH2:10])[N:3]=[C:2]([NH:19][CH2:18][C:17]2[CH:20]=[CH:21][CH:22]=[C:15]([N+:12]([O-:14])=[O:13])[CH:16]=2)[C:7]=1[NH2:8]. (2) Given the reactants [Br:1]N1C(C)(C)C(=O)N(Br)C1=O.[CH3:12][CH:13]1[CH:18]([C:19]([O:21][CH3:22])=[O:20])[C:17](=[O:23])[CH:16]=[CH:15][CH2:14]1.C(NC(C)C)(C)C, predict the reaction product. The product is: [Br:1][C:16]1[C:17]([OH:23])=[C:18]([C:13]([CH3:12])=[CH:14][CH:15]=1)[C:19]([O:21][CH3:22])=[O:20]. (3) Given the reactants [CH3:1][O:2][C:3]1[CH:8]=[CH:7][CH:6]=[CH:5][C:4]=1B(O)O.I[C:13]1[CH:14]=[CH:15][C:16]2[N:17]([N:19]=[C:20]([C:26]3[CH:31]=[CH:30][CH:29]=[CH:28][CH:27]=3)[C:21]=2[C:22]([NH:24][CH3:25])=[O:23])[CH:18]=1.C(=O)([O-])[O-].[Na+].[Na+], predict the reaction product. The product is: [CH3:1][O:2][C:3]1[CH:8]=[CH:7][CH:6]=[CH:5][C:4]=1[C:13]1[CH:14]=[CH:15][C:16]2[N:17]([N:19]=[C:20]([C:26]3[CH:31]=[CH:30][CH:29]=[CH:28][CH:27]=3)[C:21]=2[C:22]([NH:24][CH3:25])=[O:23])[CH:18]=1. (4) Given the reactants [Cl:1][C:2]1[C:9](Cl)=[C:8]([Cl:11])[C:7]([Cl:12])=[C:4]([C:5]#[N:6])[C:3]=1[C:13]#[N:14].[C:15]1([C:21]2[CH:26]=[CH:25][CH:24]=[CH:23][C:22]=2[OH:27])[CH:20]=[CH:19][CH:18]=[CH:17][CH:16]=1.C([O-])([O-])=O.[K+].[K+].C(#N)C, predict the reaction product. The product is: [C:21]1([C:15]2[CH:16]=[CH:17][CH:18]=[CH:19][CH:20]=2)[CH:26]=[CH:25][CH:24]=[CH:23][C:22]=1[O:27][C:9]1[C:2]([Cl:1])=[C:3]([C:13]#[N:14])[C:4](=[C:7]([Cl:12])[C:8]=1[Cl:11])[C:5]#[N:6]. (5) Given the reactants O[CH2:2][C:3]1[CH:4]=[CH:5][C:6]([O:18][CH3:19])=[C:7]([CH:17]=1)[CH2:8][NH:9][C:10](=[O:16])[O:11][C:12]([CH3:15])([CH3:14])[CH3:13].P(Br)(Br)[Br:21], predict the reaction product. The product is: [Br:21][CH2:2][C:3]1[CH:4]=[CH:5][C:6]([O:18][CH3:19])=[C:7]([CH:17]=1)[CH2:8][NH:9][C:10](=[O:16])[O:11][C:12]([CH3:15])([CH3:14])[CH3:13]. (6) Given the reactants [CH3:1][O:2][C:3]1[CH:4]=[C:5]2[C:10](=[CH:11][C:12]=1[O:13][CH3:14])[N:9]=[CH:8][N:7]=[C:6]2[CH:15]1[CH2:20][CH2:19][NH:18][CH2:17][CH2:16]1.[CH2:21]([C:25]1[CH:30]=[CH:29][C:28]([N:31]=[C:32]=[O:33])=[CH:27][CH:26]=1)[CH2:22][CH2:23][CH3:24], predict the reaction product. The product is: [CH2:21]([C:25]1[CH:30]=[CH:29][C:28]([NH:31][C:32]([N:18]2[CH2:19][CH2:20][CH:15]([C:6]3[C:5]4[C:10](=[CH:11][C:12]([O:13][CH3:14])=[C:3]([O:2][CH3:1])[CH:4]=4)[N:9]=[CH:8][N:7]=3)[CH2:16][CH2:17]2)=[O:33])=[CH:27][CH:26]=1)[CH2:22][CH2:23][CH3:24]. (7) Given the reactants [F:1][C:2]1[CH:3]=[C:4]([CH:8]=[CH:9][C:10]=1[S:11]([CH3:14])(=[O:13])=[O:12])[C:5](Cl)=[O:6].[CH2:15]([O:17][C:18](=[O:23])[C:19]([NH2:22])=[N:20]O)[CH3:16].C(O)C, predict the reaction product. The product is: [CH2:15]([O:17][C:18]([C:19]1[N:22]=[C:5]([C:4]2[CH:8]=[CH:9][C:10]([S:11]([CH3:14])(=[O:13])=[O:12])=[C:2]([F:1])[CH:3]=2)[O:6][N:20]=1)=[O:23])[CH3:16]. (8) Given the reactants [CH3:1][S:2][CH2:3][CH2:4][CH:5]([N:9]1[CH:13]=[C:12]([C:14]2[C:15]3[CH:22]=[CH:21][N:20](COCC[Si](C)(C)C)[C:16]=3[N:17]=[CH:18][N:19]=2)[CH:11]=[N:10]1)[CH2:6][C:7]#[N:8].C1COCC1.C(O)C.[OH-].[NH4+], predict the reaction product. The product is: [CH3:1][S:2][CH2:3][CH2:4][CH:5]([N:9]1[CH:13]=[C:12]([C:14]2[C:15]3[CH:22]=[CH:21][NH:20][C:16]=3[N:17]=[CH:18][N:19]=2)[CH:11]=[N:10]1)[CH2:6][C:7]#[N:8]. (9) The product is: [CH2:1]([O:3][C:4]([CH:6]1[CH2:10][CH2:9][N:8]([C:19]([O:21][CH2:22][C:23]2[CH:28]=[CH:27][CH:26]=[CH:25][CH:24]=2)=[O:20])[CH2:7]1)=[O:5])[CH3:2]. Given the reactants [CH2:1]([O:3][C:4]([CH:6]1[CH2:10][CH2:9][N:8](CC2C=CC=CC=2)[CH2:7]1)=[O:5])[CH3:2].Cl[C:19]([O:21][CH2:22][C:23]1[CH:28]=[CH:27][CH:26]=[CH:25][CH:24]=1)=[O:20], predict the reaction product.